Dataset: Full USPTO retrosynthesis dataset with 1.9M reactions from patents (1976-2016). Task: Predict the reactants needed to synthesize the given product. Given the product [CH2:23]([CH:12]1[C:13]2[C:18](=[CH:17][CH:16]=[C:15]([O:21][CH3:22])[CH:14]=2)[CH2:19][CH2:20][CH:11]1[CH2:10][C:9]([OH:30])=[O:8])[C:24]1[CH:29]=[CH:28][CH:27]=[CH:26][CH:25]=1, predict the reactants needed to synthesize it. The reactants are: C([O:8][C:9](=[O:30])[CH2:10][C:11]1[CH2:20][CH2:19][C:18]2[C:13](=[CH:14][C:15]([O:21][CH3:22])=[CH:16][CH:17]=2)[C:12]=1[CH2:23][C:24]1[CH:29]=[CH:28][CH:27]=[CH:26][CH:25]=1)C1C=CC=CC=1.